The task is: Predict the reactants needed to synthesize the given product.. This data is from Full USPTO retrosynthesis dataset with 1.9M reactions from patents (1976-2016). Given the product [CH2:14]([O:13][C:12]1[C:11](=[O:21])[N:10]=[C:9]([CH2:22][C:23]2([C:28]3[CH:33]=[C:32]([Cl:34])[CH:31]=[CH:30][C:29]=3[Cl:35])[CH2:27][CH2:26][CH2:25][CH2:24]2)[N:8]2[CH2:2][CH2:3][N:4]([CH:36]([CH3:37])[CH3:38])[C:5](=[O:6])[C:7]=12)[C:15]1[CH:20]=[CH:19][CH:18]=[CH:17][CH:16]=1, predict the reactants needed to synthesize it. The reactants are: O[CH2:2][CH2:3][N:4]([CH:36]([CH3:38])[CH3:37])[C:5]([C:7]1[C:12]([O:13][CH2:14][C:15]2[CH:20]=[CH:19][CH:18]=[CH:17][CH:16]=2)=[C:11]([OH:21])[N:10]=[C:9]([CH2:22][C:23]2([C:28]3[CH:33]=[C:32]([Cl:34])[CH:31]=[CH:30][C:29]=3[Cl:35])[CH2:27][CH2:26][CH2:25][CH2:24]2)[N:8]=1)=[O:6].C1(P(C2C=CC=CC=2)C2C=CC=CC=2)C=CC=CC=1.N(C(OC(C)C)=O)=NC(OC(C)C)=O.C(OCC)(=O)C.